From a dataset of Reaction yield outcomes from USPTO patents with 853,638 reactions. Predict the reaction yield, written as a fraction of the theoretical maximum amount of product (1.0 means a 100% yield; for example, 0.34 means a 34% yield). (1) The reactants are FC(F)(F)C1C=C(NC(=O)NC2C=CC(C3SC(CCC(O)=O)=NC=3)=CC=2)C=CC=1.[F:31][C:32]1[CH:37]=[CH:36][CH:35]=[CH:34][C:33]=1[NH:38][C:39](=[O:62])[NH:40][C:41]1[CH:46]=[CH:45][C:44]([C:47]2[S:51][C:50]([CH:52]3[CH2:57][CH2:56][CH:55]([C:58]([O:60]C)=[O:59])[CH2:54][CH2:53]3)=[N:49][CH:48]=2)=[CH:43][CH:42]=1. No catalyst specified. The product is [F:31][C:32]1[CH:37]=[CH:36][CH:35]=[CH:34][C:33]=1[NH:38][C:39](=[O:62])[NH:40][C:41]1[CH:42]=[CH:43][C:44]([C:47]2[S:51][C:50]([CH:52]3[CH2:53][CH2:54][CH:55]([C:58]([OH:60])=[O:59])[CH2:56][CH2:57]3)=[N:49][CH:48]=2)=[CH:45][CH:46]=1. The yield is 0.900. (2) The reactants are [Li+].C[Si]([N-][Si](C)(C)C)(C)C.[CH3:11][N:12]([C:21](=[O:24])[CH2:22][CH3:23])[N:13]=[C:14]([C:18]([O-:20])=O)[C:15]([O-:17])=[O:16].O. The catalyst is C1COCC1. The product is [OH:20][C:18]1[C:14]([C:15]([OH:17])=[O:16])=[N:13][N:12]([CH3:11])[C:21](=[O:24])[C:22]=1[CH3:23]. The yield is 0.470. (3) The reactants are [CH3:1][O:2][C:3]1[CH:4]=[C:5]([CH2:9][CH2:10][C:11]([OH:13])=O)[CH:6]=[CH:7][CH:8]=1.C[N:15]1CCOCC1.ClC(OC(C)C)=O.N.CO. The catalyst is C1COCC1. The product is [CH3:1][O:2][C:3]1[CH:4]=[C:5]([CH2:9][CH2:10][C:11]([NH2:15])=[O:13])[CH:6]=[CH:7][CH:8]=1. The yield is 0.750. (4) The reactants are Br[CH2:2][CH2:3][CH2:4][CH2:5][CH2:6][CH2:7][C:8]([O:10][CH2:11][CH3:12])=[O:9].C(=O)([O-])[O-].[K+].[K+].[CH3:19][S:20]([N:23]1[CH2:28][CH2:27][N:26]([CH2:29][C:30]2[S:38][C:37]3[C:36]([N:39]4[CH2:44][CH2:43][O:42][CH2:41][CH2:40]4)=[N:35][C:34]([C:45]4[CH:53]=[CH:52][CH:51]=[C:50]5[C:46]=4[CH:47]=[N:48][N:49]5CCCCC(OCC)=O)=[N:33][C:32]=3[CH:31]=2)[CH2:25][CH2:24]1)(=[O:22])=[O:21].[CH3:63][S:64]([N:67]1[CH2:72][CH2:71][N:70]([CH2:73][C:74]2[S:82][C:81]3[C:80]([N:83]4[CH2:88][CH2:87][O:86][CH2:85][CH2:84]4)=[N:79][C:78]([C:89]4[C:90]5[C:94]([CH:95]=[CH:96][CH:97]=4)=[N:93][N:92]([CH2:98]CCCC(OCC)=O)[CH:91]=5)=[N:77][C:76]=3[CH:75]=2)[CH2:69][CH2:68]1)(=[O:66])=[O:65]. The catalyst is C(#N)C. The product is [CH3:19][S:20]([N:23]1[CH2:28][CH2:27][N:26]([CH2:29][C:30]2[S:38][C:37]3[C:36]([N:39]4[CH2:44][CH2:43][O:42][CH2:41][CH2:40]4)=[N:35][C:34]([C:45]4[CH:53]=[CH:52][CH:51]=[C:50]5[C:46]=4[CH:47]=[N:48][N:49]5[CH2:2][CH2:3][CH2:4][CH2:5][CH2:6][CH2:7][C:8]([O:10][CH2:11][CH3:12])=[O:9])=[N:33][C:32]=3[CH:31]=2)[CH2:25][CH2:24]1)(=[O:21])=[O:22].[CH3:63][S:64]([N:67]1[CH2:68][CH2:69][N:70]([CH2:73][C:74]2[S:82][C:81]3[C:80]([N:83]4[CH2:84][CH2:85][O:86][CH2:87][CH2:88]4)=[N:79][C:78]([C:89]4[C:90]5[C:94]([CH:95]=[CH:96][CH:97]=4)=[N:93][N:92]([CH2:98][CH2:3][CH2:4][CH2:5][CH2:6][CH2:7][C:8]([O:10][CH2:11][CH3:12])=[O:9])[CH:91]=5)=[N:77][C:76]=3[CH:75]=2)[CH2:71][CH2:72]1)(=[O:65])=[O:66]. The yield is 0.270. (5) The reactants are C(N(CC)CC)C.[CH:8]([C:10]1[C:18]2[C:13](=[CH:14][CH:15]=[CH:16][CH:17]=2)[N:12](C(OC(C)(C)C)=O)[CH:11]=1)=[O:9].[CH3:26][O:27][C:28]1[CH:29]=[C:30]([CH:42]=[CH:43][CH:44]=1)[N:31]=[CH:32][C:33]1[N:38]2[N:39]=[CH:40][CH:41]=[C:37]2[CH:36]=[CH:35][CH:34]=1.CO. The catalyst is [Cl-].C([N+]1C(C)=C(CCO)SC=1)C1C=CC=CC=1.C(O)C. The product is [NH:12]1[C:13]2[C:18](=[CH:17][CH:16]=[CH:15][CH:14]=2)[C:10]([C:8](=[O:9])[CH:32]([NH:31][C:30]2[CH:42]=[CH:43][CH:44]=[C:28]([O:27][CH3:26])[CH:29]=2)[C:33]2[N:38]3[N:39]=[CH:40][CH:41]=[C:37]3[CH:36]=[CH:35][CH:34]=2)=[CH:11]1. The yield is 0.350.